From a dataset of NCI-60 drug combinations with 297,098 pairs across 59 cell lines. Regression. Given two drug SMILES strings and cell line genomic features, predict the synergy score measuring deviation from expected non-interaction effect. (1) Drug 1: CCC1=CC2CC(C3=C(CN(C2)C1)C4=CC=CC=C4N3)(C5=C(C=C6C(=C5)C78CCN9C7C(C=CC9)(C(C(C8N6C)(C(=O)OC)O)OC(=O)C)CC)OC)C(=O)OC.C(C(C(=O)O)O)(C(=O)O)O. Drug 2: C1CN(CCN1C(=O)CCBr)C(=O)CCBr. Cell line: SNB-19. Synergy scores: CSS=29.4, Synergy_ZIP=-5.45, Synergy_Bliss=-3.85, Synergy_Loewe=-13.9, Synergy_HSA=-1.26. (2) Drug 1: CN(CC1=CN=C2C(=N1)C(=NC(=N2)N)N)C3=CC=C(C=C3)C(=O)NC(CCC(=O)O)C(=O)O. Drug 2: C1CC(C1)(C(=O)O)C(=O)O.[NH2-].[NH2-].[Pt+2]. Cell line: SNB-75. Synergy scores: CSS=13.0, Synergy_ZIP=-3.53, Synergy_Bliss=-3.36, Synergy_Loewe=-3.58, Synergy_HSA=-1.94. (3) Drug 1: CC1=C(C(CCC1)(C)C)C=CC(=CC=CC(=CC(=O)O)C)C. Drug 2: CC(C)NC(=O)C1=CC=C(C=C1)CNNC.Cl. Cell line: NCI-H226. Synergy scores: CSS=-0.148, Synergy_ZIP=0.122, Synergy_Bliss=0.213, Synergy_Loewe=-1.08, Synergy_HSA=-0.956. (4) Drug 1: CC12CCC3C(C1CCC2=O)CC(=C)C4=CC(=O)C=CC34C. Drug 2: C1C(C(OC1N2C=NC(=NC2=O)N)CO)O. Cell line: TK-10. Synergy scores: CSS=28.2, Synergy_ZIP=-0.166, Synergy_Bliss=1.74, Synergy_Loewe=0.0566, Synergy_HSA=1.62. (5) Cell line: SW-620. Drug 1: CN(CC1=CN=C2C(=N1)C(=NC(=N2)N)N)C3=CC=C(C=C3)C(=O)NC(CCC(=O)O)C(=O)O. Synergy scores: CSS=62.8, Synergy_ZIP=0.602, Synergy_Bliss=-2.14, Synergy_Loewe=-25.8, Synergy_HSA=-2.06. Drug 2: CN1C=C(C=N1)C2=C3N=C(C(=C(N3N=C2)N)Br)C4CCCNC4. (6) Drug 1: CN(CCCl)CCCl.Cl. Drug 2: C1CN(P(=O)(OC1)NCCCl)CCCl. Cell line: SF-268. Synergy scores: CSS=12.8, Synergy_ZIP=-2.97, Synergy_Bliss=0.926, Synergy_Loewe=0.741, Synergy_HSA=0.501. (7) Drug 1: CN1CCC(CC1)COC2=C(C=C3C(=C2)N=CN=C3NC4=C(C=C(C=C4)Br)F)OC. Drug 2: CCN(CC)CCNC(=O)C1=C(NC(=C1C)C=C2C3=C(C=CC(=C3)F)NC2=O)C. Cell line: OVCAR-8. Synergy scores: CSS=-1.25, Synergy_ZIP=-0.712, Synergy_Bliss=1.89, Synergy_Loewe=-3.59, Synergy_HSA=-0.678. (8) Drug 1: CC(C)(C#N)C1=CC(=CC(=C1)CN2C=NC=N2)C(C)(C)C#N. Drug 2: CC1CCCC2(C(O2)CC(NC(=O)CC(C(C(=O)C(C1O)C)(C)C)O)C(=CC3=CSC(=N3)C)C)C. Cell line: T-47D. Synergy scores: CSS=36.4, Synergy_ZIP=4.95, Synergy_Bliss=6.36, Synergy_Loewe=-5.20, Synergy_HSA=3.91.